Dataset: TCR-epitope binding with 47,182 pairs between 192 epitopes and 23,139 TCRs. Task: Binary Classification. Given a T-cell receptor sequence (or CDR3 region) and an epitope sequence, predict whether binding occurs between them. (1) The epitope is KRWIILGLNK. The TCR CDR3 sequence is CASSLSSDEHGYTF. Result: 1 (the TCR binds to the epitope). (2) The epitope is SEPVLKGVKL. The TCR CDR3 sequence is CASSKGLDEDTQYF. Result: 1 (the TCR binds to the epitope). (3) The epitope is FQPTNGVGY. The TCR CDR3 sequence is CASREGDINTGELFF. Result: 0 (the TCR does not bind to the epitope). (4) The epitope is SEETGTLIV. The TCR CDR3 sequence is CSVGLPLNTEAFF. Result: 0 (the TCR does not bind to the epitope). (5) The epitope is NLVPMVATV. The TCR CDR3 sequence is CATSDFLNTGELFF. Result: 1 (the TCR binds to the epitope). (6) The epitope is FVDGVPFVV. The TCR CDR3 sequence is CASSHRENTEAFF. Result: 1 (the TCR binds to the epitope). (7) The epitope is NQKLIANQF. The TCR CDR3 sequence is CASSEWGDQPQHF. Result: 0 (the TCR does not bind to the epitope).